Dataset: Reaction yield outcomes from USPTO patents with 853,638 reactions. Task: Predict the reaction yield, written as a fraction of the theoretical maximum amount of product (1.0 means a 100% yield; for example, 0.34 means a 34% yield). (1) The reactants are [NH2:1][C:2]1[N:7]=[CH:6][N:5]=[C:4]([NH:8][C@H:9]([C:11]2[N:12]([CH:23]3[CH2:25][CH2:24]3)[C:13](=[O:22])[C:14]3[C:19]([CH:20]=2)=[CH:18][CH:17]=[CH:16][C:15]=3Cl)[CH3:10])[C:3]=1[C:26]1[O:27][C:28]([CH3:31])=[N:29][N:30]=1.[CH3:32][N:33]1[CH:37]=[C:36](B2OC(C)(C)C(C)(C)O2)[CH:35]=[N:34]1.C([O-])([O-])=O.[Na+].[Na+]. The catalyst is CC(N(C)C)=O.O. The product is [NH2:1][C:2]1[N:7]=[CH:6][N:5]=[C:4]([NH:8][C@H:9]([C:11]2[N:12]([CH:23]3[CH2:25][CH2:24]3)[C:13](=[O:22])[C:14]3[C:19]([CH:20]=2)=[CH:18][CH:17]=[CH:16][C:15]=3[C:36]2[CH:35]=[N:34][N:33]([CH3:32])[CH:37]=2)[CH3:10])[C:3]=1[C:26]1[O:27][C:28]([CH3:31])=[N:29][N:30]=1. The yield is 0.526. (2) The reactants are [CH3:1][O:2][C:3](=[O:29])[NH:4][C@H:5]([C:9]([N:11]1[CH2:15][C@@H:14]([OH:16])[CH2:13][C@H:12]1[C:17]1[NH:18][CH:19]=[C:20]([C:22]2[CH:27]=[CH:26][C:25](Br)=[CH:24][CH:23]=2)[N:21]=1)=[O:10])[CH:6]([CH3:8])[CH3:7].CC1(C)C(C)(C)OB([C:38]2[CH:43]=[CH:42][C:41]([NH2:44])=[CH:40][CH:39]=2)O1.C(=O)([O-])[O-].[Na+].[Na+]. The catalyst is O1CCOCC1.O.C1C=CC(P(C2C=CC=CC=2)[C-]2C=CC=C2)=CC=1.C1C=CC(P(C2C=CC=CC=2)[C-]2C=CC=C2)=CC=1.Cl[Pd]Cl.[Fe+2]. The product is [CH3:1][O:2][C:3](=[O:29])[NH:4][C@H:5]([C:9]([N:11]1[CH2:15][C@@H:14]([OH:16])[CH2:13][C@H:12]1[C:17]1[NH:18][CH:19]=[C:20]([C:22]2[CH:27]=[CH:26][C:25]([C:38]3[CH:43]=[CH:42][C:41]([NH2:44])=[CH:40][CH:39]=3)=[CH:24][CH:23]=2)[N:21]=1)=[O:10])[CH:6]([CH3:8])[CH3:7]. The yield is 0.650. (3) The reactants are [NH2:1][C:2]1[CH:9]=[CH:8][C:5]([C:6]#[N:7])=[CH:4][C:3]=1[Cl:10].[Br:11][C:12]1[CH:13]=[C:14]([CH:17]=[CH:18][CH:19]=1)[CH:15]=O.[CH2:20]=[C:21]([CH3:23])[CH3:22].FC(F)(F)S([O-])(=O)=O.[Yb+3].FC(F)(F)S([O-])(=O)=O.FC(F)(F)S([O-])(=O)=O. The catalyst is C(#N)C.C(OCC)(=O)C. The product is [Br:11][C:12]1[CH:13]=[C:14]([CH:15]2[CH2:20][C:21]([CH3:23])([CH3:22])[C:9]3[C:2](=[C:3]([Cl:10])[CH:4]=[C:5]([C:6]#[N:7])[CH:8]=3)[NH:1]2)[CH:17]=[CH:18][CH:19]=1. The yield is 0.400. (4) The reactants are [Cl:1][C:2]1[CH:29]=[CH:28][C:5]([CH2:6][N:7]2[C:12](=[O:13])[C:11]([C:14](O)=[O:15])=[N:10][N:9]([C:17]3[CH:22]=[CH:21][CH:20]=[C:19]([NH:23][C:24](=[O:26])[CH3:25])[CH:18]=3)[C:8]2=[O:27])=[CH:4][CH:3]=1.C(N(C(C)C)CC)(C)C.ClC(OCC)=O.[BH4-].[Na+]. The catalyst is C1COCC1.O. The product is [Cl:1][C:2]1[CH:29]=[CH:28][C:5]([CH2:6][N:7]2[C:12](=[O:13])[C:11]([CH2:14][OH:15])=[N:10][N:9]([C:17]3[CH:18]=[C:19]([NH:23][C:24](=[O:26])[CH3:25])[CH:20]=[CH:21][CH:22]=3)[C:8]2=[O:27])=[CH:4][CH:3]=1. The yield is 0.0900. (5) The reactants are [CH3:1][C:2]1([CH3:11])[CH2:7][C:6](=O)[CH2:5][C:4]([CH3:10])([CH3:9])[NH:3]1.[CH3:12][N:13]([CH3:18])[CH2:14][CH2:15][CH2:16][NH2:17]. The catalyst is O. The product is [CH3:12][N:13]([CH3:18])[CH2:14][CH2:15][CH2:16][NH:17][CH:6]1[CH2:7][C:2]([CH3:11])([CH3:1])[NH:3][C:4]([CH3:10])([CH3:9])[CH2:5]1. The yield is 0.720. (6) The reactants are [CH3:1][Si:2]([CH3:44])([CH3:43])[CH2:3][CH2:4][O:5][C:6](=[O:42])[CH:7]([CH2:33][CH:34]=[CH:35][CH2:36][P:37]([OH:41])([O:39][CH3:40])=[O:38])[CH2:8][C:9]([CH3:32])=[CH:10][CH2:11][C:12]1[C:13]([O:25][CH2:26][CH2:27][Si:28]([CH3:31])([CH3:30])[CH3:29])=[C:14]2[C:18](=[C:19]([CH3:23])[C:20]=1[O:21][CH3:22])[CH2:17][O:16][C:15]2=[O:24].C1CN([P+](ON2N=NC3C=CC=CC2=3)(N2CCCC2)N2CCCC2)CC1.F[P-](F)(F)(F)(F)F.[C:78]([O:83][CH2:84][CH3:85])(=[O:82])[C@H:79]([CH3:81])O.CCN(C(C)C)C(C)C. The catalyst is CN(C=O)C. The product is [CH3:44][Si:2]([CH3:43])([CH3:1])[CH2:3][CH2:4][O:5][C:6](=[O:42])[CH:7]([CH2:33][CH:34]=[CH:35][CH2:36][P:37]([O:41][CH:79]([C:78]([O:83][CH2:84][CH3:85])=[O:82])[CH3:81])([O:39][CH3:40])=[O:38])[CH2:8][C:9]([CH3:32])=[CH:10][CH2:11][C:12]1[C:13]([O:25][CH2:26][CH2:27][Si:28]([CH3:31])([CH3:30])[CH3:29])=[C:14]2[C:18](=[C:19]([CH3:23])[C:20]=1[O:21][CH3:22])[CH2:17][O:16][C:15]2=[O:24]. The yield is 0.740. (7) The yield is 0.400. The reactants are C[CH2:2][OH:3].[C:4]([C:6]1[CH:11]=[CH:10][C:9]([C:12]2[N:35]=[C:15]3[N:16]=[CH:17][CH:18]=[C:19]([C:20]4[CH:25]=[CH:24][C:23]([O:26][CH:27]([F:29])[F:28])=[C:22]([O:30][CH2:31][CH:32]5[CH2:34][CH2:33]5)[CH:21]=4)[N:14]3[N:13]=2)=[CH:8][N:7]=1)#[N:5].C[Si](Cl)(C)C.C([O-])(O)=[O:42].[Na+]. The product is [CH3:2][O:3][C:4]([C:6]1[CH:11]=[CH:10][C:9]([C:12]2[N:35]=[C:15]3[N:16]=[CH:17][CH:18]=[C:19]([C:20]4[CH:25]=[CH:24][C:23]([O:26][CH:27]([F:28])[F:29])=[C:22]([O:30][CH2:31][CH:32]5[CH2:33][CH2:34]5)[CH:21]=4)[N:14]3[N:13]=2)=[CH:8][N:7]=1)=[O:42].[CH:32]1([CH2:31][O:30][C:22]2[CH:21]=[C:20]([C:19]3[N:14]4[N:13]=[C:12]([C:9]5[CH:10]=[CH:11][C:6]([C:4]([NH2:5])=[O:3])=[N:7][CH:8]=5)[N:35]=[C:15]4[N:16]=[CH:17][CH:18]=3)[CH:25]=[CH:24][C:23]=2[O:26][CH:27]([F:29])[F:28])[CH2:33][CH2:34]1. No catalyst specified.